The task is: Predict the product of the given reaction.. This data is from Forward reaction prediction with 1.9M reactions from USPTO patents (1976-2016). (1) Given the reactants [F:1][C:2]1[CH:7]=[CH:6][C:5]([C@@H:8]([C:13]2[CH:18]=[CH:17][N:16]=[CH:15][C:14]=2[F:19])[CH2:9][C:10]([OH:12])=O)=[CH:4][CH:3]=1.[NH2:20][C:21]1[CH:51]=[CH:50][CH:49]=[C:48]([F:52])[C:22]=1[CH2:23][CH2:24][C@H:25]1[O:30][CH2:29][C@@H:28]([CH2:31][O:32][C:33](=[O:40])[NH:34][CH2:35][C:36]([F:39])([F:38])[F:37])[N:27](C(OC(C)(C)C)=O)[CH2:26]1, predict the reaction product. The product is: [F:39][C:36]([F:37])([F:38])[CH2:35][NH:34][C:33](=[O:40])[O:32][CH2:31][C@@H:28]1[CH2:29][O:30][C@H:25]([CH2:24][CH2:23][C:22]2[C:21]([NH:20][C:10](=[O:12])[CH2:9][C@@H:8]([C:5]3[CH:4]=[CH:3][C:2]([F:1])=[CH:7][CH:6]=3)[C:13]3[CH:18]=[CH:17][N:16]=[CH:15][C:14]=3[F:19])=[CH:51][CH:50]=[CH:49][C:48]=2[F:52])[CH2:26][NH:27]1. (2) Given the reactants [Br:1][CH2:2][CH2:3][CH2:4][CH2:5]Br.[CH3:7][O:8][C:9]([CH:11]1[CH2:14][CH2:13][CH2:12]1)=[O:10], predict the reaction product. The product is: [CH3:7][O:8][C:9]([C:11]1([CH2:5][CH2:4][CH2:3][CH2:2][Br:1])[CH2:14][CH2:13][CH2:12]1)=[O:10]. (3) Given the reactants [C:1]1([C:7]2[CH2:12][CH2:11][CH2:10][CH2:9][CH:8]=2)[CH:6]=[CH:5][CH:4]=[CH:3][CH:2]=1.N1C=CC=CC=1.[OH:19]OS([O-])=O.[K+], predict the reaction product. The product is: [C:1]1([C:7]23[O:19][CH:8]2[CH2:9][CH2:10][CH2:11][CH2:12]3)[CH:6]=[CH:5][CH:4]=[CH:3][CH:2]=1. (4) Given the reactants CN(C(ON1N=NC2C=CC=NC1=2)=[N+](C)C)C.F[P-](F)(F)(F)(F)F.[F:25][C:26]1[CH:27]=[C:28]([C:32]2[CH:37]=[CH:36][C:35]([C:38]([OH:40])=O)=[C:34]([N+:41]([O-:43])=[O:42])[CH:33]=2)[CH:29]=[CH:30][CH:31]=1.Cl.[NH2:45][C@@H:46]([CH:51]1[CH2:56][CH2:55][CH2:54][CH2:53][CH2:52]1)[C:47]([O:49][CH3:50])=[O:48].C(N(C(C)C)CC)(C)C, predict the reaction product. The product is: [CH:51]1([C@H:46]([NH:45][C:38]([C:35]2[CH:36]=[CH:37][C:32]([C:28]3[CH:29]=[CH:30][CH:31]=[C:26]([F:25])[CH:27]=3)=[CH:33][C:34]=2[N+:41]([O-:43])=[O:42])=[O:40])[C:47]([O:49][CH3:50])=[O:48])[CH2:56][CH2:55][CH2:54][CH2:53][CH2:52]1. (5) Given the reactants C[O:2][C:3]([C@H:5]1[CH2:10][C@@H:9]([N:11]([CH3:22])[S:12]([C:15]2[CH:20]=[CH:19][C:18]([CH3:21])=[CH:17][CH:16]=2)(=[O:14])=[O:13])[CH2:8][N:7]([C:23]([O:25][C:26]([CH3:29])([CH3:28])[CH3:27])=[O:24])[CH2:6]1)=[O:4].C(O)C.[Li+].[OH-], predict the reaction product. The product is: [C:26]([O:25][C:23]([N:7]1[CH2:8][C@H:9]([N:11]([CH3:22])[S:12]([C:15]2[CH:16]=[CH:17][C:18]([CH3:21])=[CH:19][CH:20]=2)(=[O:14])=[O:13])[CH2:10][C@H:5]([C:3]([OH:4])=[O:2])[CH2:6]1)=[O:24])([CH3:29])([CH3:27])[CH3:28].